From a dataset of NCI-60 drug combinations with 297,098 pairs across 59 cell lines. Regression. Given two drug SMILES strings and cell line genomic features, predict the synergy score measuring deviation from expected non-interaction effect. Drug 1: CC1=C(N=C(N=C1N)C(CC(=O)N)NCC(C(=O)N)N)C(=O)NC(C(C2=CN=CN2)OC3C(C(C(C(O3)CO)O)O)OC4C(C(C(C(O4)CO)O)OC(=O)N)O)C(=O)NC(C)C(C(C)C(=O)NC(C(C)O)C(=O)NCCC5=NC(=CS5)C6=NC(=CS6)C(=O)NCCC[S+](C)C)O. Drug 2: COCCOC1=C(C=C2C(=C1)C(=NC=N2)NC3=CC=CC(=C3)C#C)OCCOC.Cl. Cell line: RPMI-8226. Synergy scores: CSS=3.73, Synergy_ZIP=-2.84, Synergy_Bliss=-2.78, Synergy_Loewe=-24.5, Synergy_HSA=-2.53.